Dataset: HIV replication inhibition screening data with 41,000+ compounds from the AIDS Antiviral Screen. Task: Binary Classification. Given a drug SMILES string, predict its activity (active/inactive) in a high-throughput screening assay against a specified biological target. The drug is Cc1cc(C)c2c(c1)CC1(Cc3cc(C)c(C)cc3C1=O)C2=O. The result is 0 (inactive).